This data is from Full USPTO retrosynthesis dataset with 1.9M reactions from patents (1976-2016). The task is: Predict the reactants needed to synthesize the given product. (1) Given the product [C:1]([OH:8])(=[O:7])[CH:2]=[CH2:3].[NH2:52][C:9]([O:13][CH2:14][CH3:15])=[O:12], predict the reactants needed to synthesize it. The reactants are: [C:1]1(=[O:8])[O:7]CCC[CH2:3][CH2:2]1.[C:9]([O:13][CH2:14][CH2:15]O)(=[O:12])C=C.C(C(CCCC)C([O-])=O)C.C(C(CCCC)C([O-])=O)C.C(C(CCCC)C([O-])=O)C.C([Sn+3])CCC.[N-:52]=C=O. (2) Given the product [Si:28]([O:1][C@@H:2]1[C@@H:6]([CH:7]=[CH2:8])[CH2:5][N:4]([C:9]([O:11][CH2:12][C:13]2[CH:14]=[CH:15][CH:16]=[CH:17][CH:18]=2)=[O:10])[CH2:3]1)([C:24]([CH3:27])([CH3:26])[CH3:25])([C:35]1[CH:36]=[CH:37][CH:38]=[CH:39][CH:40]=1)[C:29]1[CH:34]=[CH:33][CH:32]=[CH:31][CH:30]=1, predict the reactants needed to synthesize it. The reactants are: [OH:1][C@@H:2]1[C@@H:6]([CH:7]=[CH2:8])[CH2:5][N:4]([C:9]([O:11][CH2:12][C:13]2[CH:18]=[CH:17][CH:16]=[CH:15][CH:14]=2)=[O:10])[CH2:3]1.N1C=CN=C1.[C:24]([Si:28](Cl)([C:35]1[CH:40]=[CH:39][CH:38]=[CH:37][CH:36]=1)[C:29]1[CH:34]=[CH:33][CH:32]=[CH:31][CH:30]=1)([CH3:27])([CH3:26])[CH3:25].